Dataset: Reaction yield outcomes from USPTO patents with 853,638 reactions. Task: Predict the reaction yield, written as a fraction of the theoretical maximum amount of product (1.0 means a 100% yield; for example, 0.34 means a 34% yield). (1) The reactants are C[Al](C)C.[CH:5]1([CH2:8][NH2:9])[CH2:7][CH2:6]1.C[O:11][C:12](=O)[C:13]1[CH:18]=[CH:17][C:16]([O:19][CH2:20][C:21]2[C:22]([C:27]3[CH:32]=[CH:31][CH:30]=[C:29]([F:33])[CH:28]=3)=[N:23][O:24][C:25]=2[CH3:26])=[N:15][CH:14]=1.O. The catalyst is O1CCOCC1. The product is [CH:5]1([CH2:8][NH:9][C:12](=[O:11])[C:13]2[CH:18]=[CH:17][C:16]([O:19][CH2:20][C:21]3[C:22]([C:27]4[CH:32]=[CH:31][CH:30]=[C:29]([F:33])[CH:28]=4)=[N:23][O:24][C:25]=3[CH3:26])=[N:15][CH:14]=2)[CH2:7][CH2:6]1. The yield is 0.680. (2) The reactants are [OH:1][C:2]1[CH:9]=[C:8]([O:10][CH3:11])[C:5]([CH:6]=O)=[C:4]([O:12][CH3:13])[CH:3]=1.C([CH2:17][S:18]([CH2:21][S:22]([CH2:25][C:26](O)=O)(=[O:24])=[O:23])(=[O:20])=[O:19])(O)=O. The catalyst is C(O)(=O)C. The product is [OH:1][C:2]1[CH:9]=[C:8]([O:10][CH3:11])[C:5](/[CH:6]=[CH:17]/[S:18]([CH2:21][S:22](/[CH:25]=[CH:26]/[C:5]2[C:4]([O:12][CH3:13])=[CH:3][C:2]([OH:1])=[CH:9][C:8]=2[O:10][CH3:11])(=[O:23])=[O:24])(=[O:19])=[O:20])=[C:4]([O:12][CH3:13])[CH:3]=1. The yield is 0.620. (3) The reactants are [NH2:1][C:2]1[C:7]([C:8]#N)=[C:6]([CH:10]2[CH2:15][CH2:14][CH2:13][N:12]([C:16]([O:18][C:19]([CH3:22])([CH3:21])[CH3:20])=[O:17])[CH2:11]2)[CH:5]=[C:4]([C:23]2[C:28]([O:29][CH2:30][C:31]3[CH:36]=[CH:35][C:34]([O:37][CH3:38])=[CH:33][CH:32]=3)=[CH:27][CH:26]=[CH:25][C:24]=2[O:39][CH2:40][CH:41]2[CH2:43][CH2:42]2)N=1.S([O-])([O-])(=O)=O.[NH4+:49].[NH4+:50].[NH3:51].[CH:52](OCC)(OCC)OCC. The catalyst is CCO. The product is [NH2:49]/[CH:52]=[N:50]/[C:8]1[C:7]([C:2]#[N:1])=[C:6]([CH:10]2[CH2:15][CH2:14][CH2:13][N:12]([C:16]([O:18][C:19]([CH3:22])([CH3:21])[CH3:20])=[O:17])[CH2:11]2)[CH:5]=[C:4]([C:23]2[C:28]([O:29][CH2:30][C:31]3[CH:36]=[CH:35][C:34]([O:37][CH3:38])=[CH:33][CH:32]=3)=[CH:27][CH:26]=[CH:25][C:24]=2[O:39][CH2:40][CH:41]2[CH2:43][CH2:42]2)[N:51]=1. The yield is 0.890. (4) The reactants are ClC1C(=O)C(C#N)=C(C#N)C(=O)C=1Cl.[F:15][C:16]([F:42])([F:41])[S:17]([O:20][C:21]1[CH:30]=[CH:29][C:28]2[C:23](=[CH:24][CH:25]=[CH:26][CH:27]=2)[C:22]=1[CH:31]1[C:40]2[C:35](=[CH:36][CH:37]=[CH:38][CH:39]=2)[CH2:34][CH2:33][NH:32]1)(=[O:19])=[O:18]. The catalyst is C(Cl)Cl. The product is [F:42][C:16]([F:15])([F:41])[S:17]([O:20][C:21]1[CH:30]=[CH:29][C:28]2[C:23](=[CH:24][CH:25]=[CH:26][CH:27]=2)[C:22]=1[C:31]1[C:40]2[C:35](=[CH:36][CH:37]=[CH:38][CH:39]=2)[CH2:34][CH2:33][N:32]=1)(=[O:19])=[O:18]. The yield is 0.870. (5) The reactants are [C:1]([O:5][C:6]([N:8]1[CH2:13][CH2:12][CH:11]([N:14]2[CH2:18][CH2:17][C:16]3([CH2:23][CH2:22][CH2:21][CH:20]([NH:24]C(OCC4C=CC=CC=4)=O)[CH2:19]3)[C:15]2=[O:35])[CH2:10][CH2:9]1)=[O:7])([CH3:4])([CH3:3])[CH3:2]. The catalyst is CO. The product is [C:1]([O:5][C:6]([N:8]1[CH2:9][CH2:10][CH:11]([N:14]2[CH2:18][CH2:17][C:16]3([CH2:23][CH2:22][CH2:21][CH:20]([NH2:24])[CH2:19]3)[C:15]2=[O:35])[CH2:12][CH2:13]1)=[O:7])([CH3:4])([CH3:2])[CH3:3]. The yield is 0.770. (6) The reactants are [CH3:1][O:2][C:3]1[CH:8]=[CH:7][C:6]([CH2:9][O:10][C@H:11]([C@@H:13]([C@@H:19]([O:22][CH2:23][CH2:24][CH3:25])[CH:20]=[CH2:21])[CH2:14][CH2:15][CH:16]([CH3:18])[CH3:17])[CH3:12])=[CH:5][CH:4]=1.B1C2CCCC1CCC2.[O-]P([O-])([O-])=O.[K+].[K+].[K+].Br/[CH:44]=[C:45](\[NH:56][C:57]([O:59][C:60]([CH3:63])([CH3:62])[CH3:61])=[O:58])/[C:46]([O:48][CH2:49][C:50]1[CH:55]=[CH:54][CH:53]=[CH:52][CH:51]=1)=[O:47]. The catalyst is C1COCC1.CN(C=O)C.O.Cl[Pd]Cl.C1C=CC(P(C2C=CC=CC=2)[C-]2C=CC=C2)=CC=1.C1C=CC(P(C2C=CC=CC=2)[C-]2C=CC=C2)=CC=1.[Fe+2]. The product is [C:60]([O:59][C:57]([NH:56]/[C:45](=[CH:44]\[CH2:21][CH2:20][C@H:19]([O:22][CH2:23][CH2:24][CH3:25])[C@H:13]([C@@H:11]([O:10][CH2:9][C:6]1[CH:5]=[CH:4][C:3]([O:2][CH3:1])=[CH:8][CH:7]=1)[CH3:12])[CH2:14][CH2:15][CH:16]([CH3:17])[CH3:18])/[C:46]([O:48][CH2:49][C:50]1[CH:55]=[CH:54][CH:53]=[CH:52][CH:51]=1)=[O:47])=[O:58])([CH3:63])([CH3:62])[CH3:61]. The yield is 0.670.